From a dataset of Full USPTO retrosynthesis dataset with 1.9M reactions from patents (1976-2016). Predict the reactants needed to synthesize the given product. (1) Given the product [CH2:1]([CH:34]([C@@H:26]1[CH2:25][CH2:24][O:23][C@H:22]([O:21][C@@H:19]([C:11]2[CH:10]=[C:9]([C:8]([F:36])([F:7])[F:37])[CH:14]=[C:13]([C:15]([F:16])([F:17])[F:18])[CH:12]=2)[CH3:20])[C@H:27]1[C:28]1[CH:29]=[CH:30][CH:31]=[CH:32][CH:33]=1)[OH:35])[CH2:2][CH:3]=[CH2:4], predict the reactants needed to synthesize it. The reactants are: [CH2:1]([Mg]Br)[CH2:2][CH:3]=[CH2:4].[F:7][C:8]([F:37])([F:36])[C:9]1[CH:10]=[C:11]([C@H:19]([O:21][C@@H:22]2[C@@H:27]([C:28]3[CH:33]=[CH:32][CH:31]=[CH:30][CH:29]=3)[C@H:26]([CH:34]=[O:35])[CH2:25][CH2:24][O:23]2)[CH3:20])[CH:12]=[C:13]([C:15]([F:18])([F:17])[F:16])[CH:14]=1.[Cl-].[NH4+].C(OCC)(=O)C. (2) The reactants are: [NH2:1][CH2:2][C:3]1[CH:24]=[CH:23][C:6]2[NH:7][C:8]([CH2:10][N:11]([CH3:22])[CH:12]3[C:21]4[N:20]=[CH:19][CH:18]=[CH:17][C:16]=4[CH2:15][CH2:14][CH2:13]3)=[N:9][C:5]=2[CH:4]=1.C(OC(=O)[NH:31][CH2:32][CH2:33][CH:34]=O)(C)(C)C.C(O)(=O)C.C(O[BH-](OC(=O)C)OC(=O)C)(=O)C.[Na+]. Given the product [CH3:22][N:11]([CH2:10][C:8]1[NH:7][C:6]2[CH:23]=[CH:24][C:3]([CH2:2][NH:1][CH2:34][CH2:33][CH2:32][NH2:31])=[CH:4][C:5]=2[N:9]=1)[CH:12]1[C:21]2[N:20]=[CH:19][CH:18]=[CH:17][C:16]=2[CH2:15][CH2:14][CH2:13]1, predict the reactants needed to synthesize it. (3) Given the product [C:1]([O:4][CH2:5][C:6]1[N:18]([C:19]2[CH:20]=[C:21]([CH:26]=[CH:27][CH:28]=2)[C:22]([O:24][CH3:25])=[O:23])[C:10](=[O:16])[CH:9]=[C:8]([OH:13])[CH:7]=1)(=[O:3])[CH3:2], predict the reactants needed to synthesize it. The reactants are: [C:1]([O:4][CH2:5][C:6](=O)[CH2:7][C:8]1[O:13]C(C)(C)O[C:10](=[O:16])[CH:9]=1)(=[O:3])[CH3:2].[NH2:18][C:19]1[CH:20]=[C:21]([CH:26]=[CH:27][CH:28]=1)[C:22]([O:24][CH3:25])=[O:23].CS(O)(=O)=O. (4) The reactants are: [Br:1][C:2]1[CH:7]=[C:6]([F:8])[CH:5]=[CH:4][C:3]=1[OH:9].Br[CH2:11][CH2:12][O:13][CH2:14][C:15]1[CH:20]=[CH:19][CH:18]=[CH:17][CH:16]=1.C([O-])([O-])=O.[K+].[K+].O. Given the product [CH2:14]([O:13][CH2:12][CH2:11][O:9][C:3]1[CH:4]=[CH:5][C:6]([F:8])=[CH:7][C:2]=1[Br:1])[C:15]1[CH:20]=[CH:19][CH:18]=[CH:17][CH:16]=1, predict the reactants needed to synthesize it. (5) Given the product [CH2:1]([C:3]1[CH:11]=[CH:10][CH:9]=[CH:8][C:4]=1[C:5]([NH:16][C:17]1[CH:22]=[CH:21][C:20]([N:23]2[C:29](=[O:30])[CH2:28][C:27](=[O:31])[NH:26][C:25]3[C:32]4[C:37]([CH:38]=[CH:39][C:24]2=3)=[CH:36][CH:35]=[CH:34][CH:33]=4)=[CH:19][CH:18]=1)=[O:7])[CH3:2], predict the reactants needed to synthesize it. The reactants are: [CH2:1]([C:3]1[CH:11]=[CH:10][CH:9]=[CH:8][C:4]=1[C:5]([OH:7])=O)[CH3:2].S(Cl)(Cl)=O.[NH2:16][C:17]1[CH:22]=[CH:21][C:20]([N:23]2[C:29](=[O:30])[CH2:28][C:27](=[O:31])[NH:26][C:25]3[C:32]4[C:37]([CH:38]=[CH:39][C:24]2=3)=[CH:36][CH:35]=[CH:34][CH:33]=4)=[CH:19][CH:18]=1. (6) Given the product [C:22]([O:25][C@@H:26]1[C@@H:38]([O:39][C:40](=[O:42])[CH3:41])[C@H:37]([O:43][C:44](=[O:46])[CH3:45])[C@@H:36]([CH2:47][O:48][C:49](=[O:51])[CH3:50])[O:35][C@H:27]1[O:21][C:17]1[C:16]2[C:12]([CH2:11][CH2:10][C:7]3[CH:6]=[CH:5][C:4]([C:1](=[O:3])[NH2:2])=[CH:9][CH:8]=3)=[CH:13][O:14][C:15]=2[CH:20]=[CH:19][CH:18]=1)(=[O:24])[CH3:23], predict the reactants needed to synthesize it. The reactants are: [C:1]([C:4]1[CH:9]=[CH:8][C:7]([CH2:10][CH2:11][C:12]2[C:16]3[C:17]([OH:21])=[CH:18][CH:19]=[CH:20][C:15]=3[O:14][CH:13]=2)=[CH:6][CH:5]=1)(=[O:3])[NH2:2].[C:22]([O:25][C@@H:26]1[C@@H:38]([O:39][C:40](=[O:42])[CH3:41])[C@H:37]([O:43][C:44](=[O:46])[CH3:45])[C@@H:36]([CH2:47][O:48][C:49](=[O:51])[CH3:50])[O:35][C@@H:27]1OC(=N)C(Cl)(Cl)Cl)(=[O:24])[CH3:23].C(=O)([O-])O.[Na+]. (7) Given the product [CH2:27]([O:29][C:30](=[O:50])[CH2:31][C:32]1([C:35]2[CH:36]=[CH:37][C:38]([C:2]3[CH:3]=[CH:4][C:5]([C:8]4[O:12][N:11]=[C:10]([CH3:13])[C:9]=4[NH:14][CH:15]([C:17]4[CH:26]=[CH:25][C:24]5[C:19](=[CH:20][CH:21]=[CH:22][CH:23]=5)[CH:18]=4)[CH3:16])=[CH:6][CH:7]=3)=[CH:39][CH:40]=2)[CH2:33][CH2:34]1)[CH3:28], predict the reactants needed to synthesize it. The reactants are: Br[C:2]1[CH:7]=[CH:6][C:5]([C:8]2[O:12][N:11]=[C:10]([CH3:13])[C:9]=2[NH:14][CH:15]([C:17]2[CH:26]=[CH:25][C:24]3[C:19](=[CH:20][CH:21]=[CH:22][CH:23]=3)[CH:18]=2)[CH3:16])=[CH:4][CH:3]=1.[CH2:27]([O:29][C:30](=[O:50])[CH2:31][C:32]1([C:35]2[CH:40]=[CH:39][C:38](B3OC(C)(C)C(C)(C)O3)=[CH:37][CH:36]=2)[CH2:34][CH2:33]1)[CH3:28]. (8) The reactants are: [C:1]([O:10][CH:11]([CH3:13])[CH3:12])(=[O:9])[CH2:2][C:3]([O:5][CH:6]([CH3:8])[CH3:7])=[O:4].[H-].[Na+].[CH3:16][O:17][C:18]([O:23][CH3:24])([CH2:21]Br)[CH2:19]Br. Given the product [CH3:16][O:17][C:18]1([O:23][CH3:24])[CH2:21][C:2]([C:3]([O:5][CH:6]([CH3:7])[CH3:8])=[O:4])([C:1]([O:10][CH:11]([CH3:13])[CH3:12])=[O:9])[CH2:19]1, predict the reactants needed to synthesize it. (9) Given the product [CH3:25][C:26]1([CH3:33])[O:30][C@H:2]([CH2:1][O:4][C:5]2[C:14]3[C:9](=[CH:10][C:11]([O:15][CH3:16])=[CH:12][CH:13]=3)[C:8]([C:17]3[CH:22]=[CH:21][CH:20]=[CH:19][CH:18]=3)=[C:7]([C:23]#[N:24])[N:6]=2)[CH2:3][O:27]1, predict the reactants needed to synthesize it. The reactants are: [CH2:1]([O:4][C:5]1[C:14]2[C:9](=[CH:10][C:11]([O:15][CH3:16])=[CH:12][CH:13]=2)[C:8]([C:17]2[CH:22]=[CH:21][CH:20]=[CH:19][CH:18]=2)=[C:7]([C:23]#[N:24])[N:6]=1)[CH:2]=[CH2:3].[CH3:25][C:26]1([CH3:33])[O:30][C@H](CO)C[O:27]1. (10) The reactants are: [CH2:1]1[NH:8][CH2:7][CH2:6][S:3](=[O:5])(=[O:4])[CH2:2]1.[N:9]1[C:17]2[C:12](=[N:13][CH:14]=[CH:15][CH:16]=2)[S:11][C:10]=1[C:18]1[CH:23]=[CH:22][CH:21]=[CH:20][C:19]=1[NH:24][C:25]([C:27]1[CH:32]=[C:31]([O:33][CH2:34][CH2:35]Br)[CH:30]=[C:29]([C:37]2[CH:42]=[CH:41][CH:40]=[CH:39][CH:38]=2)[N:28]=1)=[O:26].[ClH:43]. Given the product [ClH:43].[N:9]1[C:17]2[C:12](=[N:13][CH:14]=[CH:15][CH:16]=2)[S:11][C:10]=1[C:18]1[CH:23]=[CH:22][CH:21]=[CH:20][C:19]=1[NH:24][C:25]([C:27]1[CH:32]=[C:31]([O:33][CH2:34][CH2:35][N:8]2[CH2:7][CH2:6][S:3](=[O:5])(=[O:4])[CH2:2][CH2:1]2)[CH:30]=[C:29]([C:37]2[CH:42]=[CH:41][CH:40]=[CH:39][CH:38]=2)[N:28]=1)=[O:26], predict the reactants needed to synthesize it.